This data is from Forward reaction prediction with 1.9M reactions from USPTO patents (1976-2016). The task is: Predict the product of the given reaction. (1) Given the reactants [Cl:1][C:2]1[CH:3]=[C:4]([CH:8]=[CH:9][C:10]=1[CH3:11])[C:5]([OH:7])=O.C1N=CN(C(N2C=NC=C2)=O)C=1.Cl.[NH2:25][CH2:26][C:27]1[CH:28]=[C:29]2[C:33](=[CH:34][CH:35]=1)[C:32](=[O:36])[N:31]([CH:37]1[CH2:42][CH2:41][C:40](=[O:43])[NH:39][C:38]1=[O:44])[CH2:30]2.O, predict the reaction product. The product is: [Cl:1][C:2]1[CH:3]=[C:4]([CH:8]=[CH:9][C:10]=1[CH3:11])[C:5]([NH:25][CH2:26][C:27]1[CH:28]=[C:29]2[C:33](=[CH:34][CH:35]=1)[C:32](=[O:36])[N:31]([CH:37]1[CH2:42][CH2:41][C:40](=[O:43])[NH:39][C:38]1=[O:44])[CH2:30]2)=[O:7]. (2) Given the reactants Br[C:2]1[CH:22]=[CH:21][C:5]2[N:6]=[C:7]([CH:9]3[CH2:14][CH2:13][N:12]([C:15]([O:17][CH:18]([CH3:20])[CH3:19])=[O:16])[CH2:11][CH2:10]3)[O:8][C:4]=2[CH:3]=1.[CH3:23][C:24]1([CH3:40])[C:28]([CH3:30])([CH3:29])[O:27][B:26]([B:26]2[O:27][C:28]([CH3:30])([CH3:29])[C:24]([CH3:40])([CH3:23])[O:25]2)[O:25]1.C([O-])(=O)C.[K+].C(Cl)Cl, predict the reaction product. The product is: [CH3:23][C:24]1([CH3:40])[C:28]([CH3:30])([CH3:29])[O:27][B:26]([C:2]2[CH:22]=[CH:21][C:5]3[N:6]=[C:7]([CH:9]4[CH2:14][CH2:13][N:12]([C:15]([O:17][CH:18]([CH3:20])[CH3:19])=[O:16])[CH2:11][CH2:10]4)[O:8][C:4]=3[CH:3]=2)[O:25]1. (3) Given the reactants Br[CH2:2][CH2:3][CH2:4][CH2:5][CH2:6][CH2:7][O:8][CH2:9][C:10]1([CH3:14])[CH2:13][O:12][CH2:11]1.[OH:15][C:16]1[CH:26]=[CH:25][C:19]([C:20]([O:22][CH2:23][CH3:24])=[O:21])=[CH:18][CH:17]=1.C(=O)([O-])[O-].[K+].[K+].CN(C)C=O, predict the reaction product. The product is: [CH3:14][C:10]1([CH2:9][O:8][CH2:7][CH2:6][CH2:5][CH2:4][CH2:3][CH2:2][O:15][C:16]2[CH:17]=[CH:18][C:19]([C:20]([O:22][CH2:23][CH3:24])=[O:21])=[CH:25][CH:26]=2)[CH2:13][O:12][CH2:11]1. (4) Given the reactants [NH2:1][CH2:2][CH2:3][NH:4][C:5](=[O:7])[CH3:6].[Br:8][C:9]1[CH:10]=[C:11]([CH:27]=[CH:28][CH:29]=1)[CH2:12][C:13]1[C:14]([CH3:26])=[N:15][C:16]2[N:17]([N:20]=[CH:21][C:22]=2[C:23](O)=[O:24])[C:18]=1[CH3:19], predict the reaction product. The product is: [C:5]([NH:4][CH2:3][CH2:2][NH:1][C:23]([C:22]1[CH:21]=[N:20][N:17]2[C:18]([CH3:19])=[C:13]([CH2:12][C:11]3[CH:27]=[CH:28][CH:29]=[C:9]([Br:8])[CH:10]=3)[C:14]([CH3:26])=[N:15][C:16]=12)=[O:24])(=[O:7])[CH3:6]. (5) Given the reactants [F:1][C:2]1[CH:9]=[CH:8][CH:7]=[CH:6][C:3]=1[CH2:4]Br.[NH2:10][C:11]1[S:12][C:13]2[C:18]([NH:19][C@H:20]([CH3:23])[CH2:21][OH:22])=[N:17][C:16]([SH:24])=[N:15][C:14]=2[N:25]=1.C(N(C(C)C)CC)(C)C, predict the reaction product. The product is: [NH2:10][C:11]1[S:12][C:13]2[C:18]([NH:19][C@H:20]([CH3:23])[CH2:21][OH:22])=[N:17][C:16]([S:24][CH2:4][C:3]3[CH:6]=[CH:7][CH:8]=[CH:9][C:2]=3[F:1])=[N:15][C:14]=2[N:25]=1. (6) Given the reactants [Cl:1][C:2]1[CH:7]=[C:6]([Cl:8])[CH:5]=[CH:4][C:3]=1[CH2:9][NH2:10].C([O:15][C:16]([C:18]1[CH:23]=[CH:22][CH:21]=[CH:20][C:19]=1[C:24]1[CH:29]=[CH:28][C:27]([CH2:30][N:31]2[C:39]3[C:34](=[CH:35][C:36]([C:40](O)=[O:41])=[CH:37][CH:38]=3)[C:33]([CH3:43])=[C:32]2[CH3:44])=[CH:26][CH:25]=1)=[O:17])(C)(C)C, predict the reaction product. The product is: [Cl:1][C:2]1[CH:7]=[C:6]([Cl:8])[CH:5]=[CH:4][C:3]=1[CH2:9][NH:10][C:40]([C:36]1[CH:35]=[C:34]2[C:39](=[CH:38][CH:37]=1)[N:31]([CH2:30][C:27]1[CH:26]=[CH:25][C:24]([C:19]3[C:18]([C:16]([OH:17])=[O:15])=[CH:23][CH:22]=[CH:21][CH:20]=3)=[CH:29][CH:28]=1)[C:32]([CH3:44])=[C:33]2[CH3:43])=[O:41]. (7) Given the reactants C(OC(=O)COC1C=CC(Cl)=CC=1C#CC1C=CC=C(S(CCC)(=O)=O)C=1)(C)(C)C.[C:31]([O:35][C:36](=[O:48])[CH2:37][O:38][C:39]1[CH:44]=[CH:43][C:42]([Cl:45])=[CH:41][C:40]=1[C:46]#[CH:47])([CH3:34])([CH3:33])[CH3:32].[C:49]([NH:53][S:54]([C:57]1[CH:62]=[CH:61][C:60]([CH3:63])=[C:59](Br)[CH:58]=1)(=[O:56])=[O:55])([CH3:52])([CH3:51])[CH3:50], predict the reaction product. The product is: [C:31]([O:35][C:36](=[O:48])[CH2:37][O:38][C:39]1[CH:44]=[CH:43][C:42]([Cl:45])=[CH:41][C:40]=1[C:46]#[C:47][C:59]1[CH:58]=[C:57]([S:54]([NH:53][C:49]([CH3:51])([CH3:50])[CH3:52])(=[O:55])=[O:56])[CH:62]=[CH:61][C:60]=1[CH3:63])([CH3:34])([CH3:33])[CH3:32].